From a dataset of Reaction yield outcomes from USPTO patents with 853,638 reactions. Predict the reaction yield, written as a fraction of the theoretical maximum amount of product (1.0 means a 100% yield; for example, 0.34 means a 34% yield). (1) The reactants are [Cl:1][C:2]1[CH:7]=[CH:6][CH:5]=[C:4]([F:8])[C:3]=1[C:9]1[C:13]([C:14](O)=[O:15])=[C:12]([C:17]2[CH:18]=[N:19][N:20]([C:26]3[CH:27]=[N:28][CH:29]=[CH:30][CH:31]=3)[C:21]=2[C:22]([F:25])([F:24])[F:23])[O:11][N:10]=1.S(Cl)(Cl)=O.[CH3:36][S-:37].[Na+]. The catalyst is ClCCl. The product is [Cl:1][C:2]1[CH:7]=[CH:6][CH:5]=[C:4]([F:8])[C:3]=1[C:9]1[C:13]([C:14](=[O:15])[S:37][CH3:36])=[C:12]([C:17]2[CH:18]=[N:19][N:20]([C:26]3[CH:27]=[N:28][CH:29]=[CH:30][CH:31]=3)[C:21]=2[C:22]([F:25])([F:24])[F:23])[O:11][N:10]=1. The yield is 0.0900. (2) The reactants are O[C:2]1[C:11]2[C:6](=[N:7][CH:8]=[CH:9][CH:10]=2)[N:5]([C:12]2[CH:17]=[CH:16][CH:15]=[CH:14][CH:13]=2)[C:4](=[O:18])[C:3]=1[C:19](=O)[CH2:20][CH2:21][C:22]1[CH:27]=[CH:26][CH:25]=[CH:24][CH:23]=1.O.[NH2:30][NH2:31]. The catalyst is C(O)C. The product is [C:12]1([N:5]2[C:6]3[N:7]=[CH:8][CH:9]=[CH:10][C:11]=3[C:2]3[NH:30][N:31]=[C:19]([CH2:20][CH2:21][C:22]4[CH:27]=[CH:26][CH:25]=[CH:24][CH:23]=4)[C:3]=3[C:4]2=[O:18])[CH:17]=[CH:16][CH:15]=[CH:14][CH:13]=1. The yield is 0.730. (3) The reactants are [NH2:1][C:2]1[CH:3]=[C:4]2[C:20](=[O:21])[NH:19][N:18]=[CH:17][C:6]3=[C:7]([C:11]4[CH:16]=[CH:15][CH:14]=[CH:13][CH:12]=4)[NH:8][C:9]([CH:10]=1)=[C:5]23.[CH3:22][N:23]([CH3:35])[C@@H:24]([CH2:28][C:29]1[CH:34]=[CH:33][CH:32]=[CH:31][CH:30]=1)[C:25](O)=[O:26].C(N(CC)CC)C.F[P-](F)(F)(F)(F)F.N1(OC(N(C)C)=[N+](C)C)C2N=CC=CC=2N=N1. The catalyst is C(Cl)Cl.CN(C)C=O. The product is [CH3:35][N:23]([CH3:22])[C@@H:24]([CH2:28][C:29]1[CH:34]=[CH:33][CH:32]=[CH:31][CH:30]=1)[C:25]([NH:1][C:2]1[CH:3]=[C:4]2[C:20](=[O:21])[NH:19][N:18]=[CH:17][C:6]3=[C:7]([C:11]4[CH:12]=[CH:13][CH:14]=[CH:15][CH:16]=4)[NH:8][C:9]([CH:10]=1)=[C:5]23)=[O:26]. The yield is 0.800. (4) The reactants are F[C:2]1[CH:7]=[CH:6][C:5]([N+:8]([O-:10])=[O:9])=[CH:4][C:3]=1[C:11]1[C:19]2[C:14](=[C:15]([O:20][CH3:21])[N:16]=[CH:17][CH:18]=2)[N:13]([CH3:22])[CH:12]=1.[NH2:23][C:24]1[CH:29]=[CH:28][CH:27]=[CH:26][N:25]=1.CC([O-])(C)C.[K+]. The catalyst is CS(C)=O. The product is [CH3:21][O:20][C:15]1[N:16]=[CH:17][CH:18]=[C:19]2[C:11]([C:3]3[CH:4]=[C:5]([N+:8]([O-:10])=[O:9])[CH:6]=[CH:7][C:2]=3[NH:23][C:24]3[CH:29]=[CH:28][CH:27]=[CH:26][N:25]=3)=[CH:12][N:13]([CH3:22])[C:14]=12. The yield is 0.770. (5) The reactants are [O:1]=[C:2]1[C:10]2([C:22]3[C:13](=[CH:14][C:15]4[O:20][CH2:19][CH2:18][O:17][C:16]=4[CH:21]=3)[O:12][CH2:11]2)[C:9]2[C:4](=[CH:5][CH:6]=[CH:7][CH:8]=2)[N:3]1[CH2:23][C:24]1[C:29]([C:30]([O:32]CC)=[O:31])=[CH:28][CH:27]=[CH:26][N:25]=1.[OH-].[Li+].O1CCCC1.O. The catalyst is CO. The product is [O:1]=[C:2]1[C:10]2([C:22]3[C:13](=[CH:14][C:15]4[O:20][CH2:19][CH2:18][O:17][C:16]=4[CH:21]=3)[O:12][CH2:11]2)[C:9]2[C:4](=[CH:5][CH:6]=[CH:7][CH:8]=2)[N:3]1[CH2:23][C:24]1[C:29]([C:30]([OH:32])=[O:31])=[CH:28][CH:27]=[CH:26][N:25]=1. The yield is 0.910. (6) The reactants are [C:1]([O:5][C:6]([N:8]1[CH2:13][CH2:12][N:11]([C:14]2[CH:22]=[CH:21][C:17]([C:18]([OH:20])=O)=[CH:16][C:15]=2[CH3:23])[CH2:10][CH2:9]1)=[O:7])([CH3:4])([CH3:3])[CH3:2].Cl.[CH2:25]([NH2:27])[CH3:26].Cl.C(N=C=NCCCN(C)C)C.O.N1(O)C2C=CC=CC=2N=N1.CN1CCOCC1. The catalyst is CN(C=O)C.O. The product is [CH2:25]([NH:27][C:18]([C:17]1[CH:21]=[CH:22][C:14]([N:11]2[CH2:10][CH2:9][N:8]([C:6]([O:5][C:1]([CH3:3])([CH3:2])[CH3:4])=[O:7])[CH2:13][CH2:12]2)=[C:15]([CH3:23])[CH:16]=1)=[O:20])[CH3:26]. The yield is 0.990. (7) The reactants are Cl.[OH:2][C:3]1[CH:8]=[CH:7][C:6]([C:9]2[N:14]=[C:13]3[N:15]([CH2:19][CH:20]4[CH2:25][CH2:24][CH2:23][CH2:22][N:21]4[CH3:26])[C:16](=[O:18])[NH:17][C:12]3=[N:11][CH:10]=2)=[CH:5][CH:4]=1.BrC1N=C2N(CC3CCCCN3C)C(=O)NC2=NC=1.P([O-])([O-])([O-])=O.[K+].[K+].[K+]. The catalyst is CN(C=O)C.O.C1C=CC(P(C2C=CC=CC=2)[C-]2C=CC=C2)=CC=1.C1C=CC(P(C2C=CC=CC=2)[C-]2C=CC=C2)=CC=1.Cl[Pd]Cl.[Fe+2]. The product is [OH:2][C:3]1[CH:4]=[CH:5][C:6]([C:9]2[N:14]=[C:13]3[N:15]([CH2:19][CH:20]4[CH2:25][CH2:24][CH2:23][CH2:22][N:21]4[CH3:26])[C:16](=[O:18])[NH:17][C:12]3=[N:11][CH:10]=2)=[CH:7][CH:8]=1. The yield is 0.173. (8) The reactants are [F:1][C:2]1[CH:3]=[CH:4][CH:5]=[C:6]2[C:11]=1[C:10](=[O:12])[NH:9][C:8]([C:13]([OH:15])=[O:14])=[CH:7]2.O=S(Cl)Cl.[CH3:20]O. No catalyst specified. The product is [F:1][C:2]1[CH:3]=[CH:4][CH:5]=[C:6]2[C:11]=1[C:10](=[O:12])[NH:9][C:8]([C:13]([O:15][CH3:20])=[O:14])=[CH:7]2. The yield is 0.800.